From a dataset of Full USPTO retrosynthesis dataset with 1.9M reactions from patents (1976-2016). Predict the reactants needed to synthesize the given product. The reactants are: [Br:1][C:2]1[CH:6]=[C:5]([C:7]([OH:9])=O)[N:4]([C:10]2[C:15]([Cl:16])=[CH:14][CH:13]=[CH:12][N:11]=2)[N:3]=1.[C:17](Cl)(=[O:21])[C:18](Cl)=O.C([N:25]([CH2:28][CH3:29])CC)C. Given the product [Br:1][C:2]1[CH:6]=[C:5]([C:7]([NH:25][C:28]2[C:29]([C:17](=[O:21])[CH2:18][CH:5]([CH3:7])[CH3:6])=[CH:12][CH:13]=[CH:14][C:15]=2[CH3:10])=[O:9])[N:4]([C:10]2[C:15]([Cl:16])=[CH:14][CH:13]=[CH:12][N:11]=2)[N:3]=1, predict the reactants needed to synthesize it.